This data is from NCI-60 drug combinations with 297,098 pairs across 59 cell lines. The task is: Regression. Given two drug SMILES strings and cell line genomic features, predict the synergy score measuring deviation from expected non-interaction effect. (1) Drug 1: C1CC(C1)(C(=O)O)C(=O)O.[NH2-].[NH2-].[Pt+2]. Drug 2: C1CC(=O)NC(=O)C1N2C(=O)C3=CC=CC=C3C2=O. Cell line: SF-539. Synergy scores: CSS=23.4, Synergy_ZIP=-2.67, Synergy_Bliss=0.333, Synergy_Loewe=-14.1, Synergy_HSA=-0.0535. (2) Drug 1: C1=CC(=CC=C1CCCC(=O)O)N(CCCl)CCCl. Drug 2: C1=CC=C(C=C1)NC(=O)CCCCCCC(=O)NO. Cell line: MDA-MB-435. Synergy scores: CSS=1.60, Synergy_ZIP=-2.66, Synergy_Bliss=-2.66, Synergy_Loewe=-7.97, Synergy_HSA=-3.50. (3) Drug 2: C1=CC=C(C=C1)NC(=O)CCCCCCC(=O)NO. Cell line: M14. Synergy scores: CSS=0.411, Synergy_ZIP=-1.95, Synergy_Bliss=-3.14, Synergy_Loewe=-9.99, Synergy_HSA=-4.84. Drug 1: C1CCC(CC1)NC(=O)N(CCCl)N=O. (4) Drug 1: CN(C)N=NC1=C(NC=N1)C(=O)N. Drug 2: CCN(CC)CCNC(=O)C1=C(NC(=C1C)C=C2C3=C(C=CC(=C3)F)NC2=O)C. Cell line: NCIH23. Synergy scores: CSS=-2.34, Synergy_ZIP=0.890, Synergy_Bliss=0.408, Synergy_Loewe=-3.75, Synergy_HSA=-3.32. (5) Drug 1: CCC1(CC2CC(C3=C(CCN(C2)C1)C4=CC=CC=C4N3)(C5=C(C=C6C(=C5)C78CCN9C7C(C=CC9)(C(C(C8N6C=O)(C(=O)OC)O)OC(=O)C)CC)OC)C(=O)OC)O.OS(=O)(=O)O. Drug 2: C(CCl)NC(=O)N(CCCl)N=O. Cell line: UACC62. Synergy scores: CSS=17.4, Synergy_ZIP=-9.09, Synergy_Bliss=-5.56, Synergy_Loewe=-12.1, Synergy_HSA=-4.27. (6) Drug 1: CC1=CC=C(C=C1)C2=CC(=NN2C3=CC=C(C=C3)S(=O)(=O)N)C(F)(F)F. Drug 2: CCN(CC)CCNC(=O)C1=C(NC(=C1C)C=C2C3=C(C=CC(=C3)F)NC2=O)C. Cell line: OVCAR-8. Synergy scores: CSS=-1.98, Synergy_ZIP=0.138, Synergy_Bliss=-0.237, Synergy_Loewe=-2.46, Synergy_HSA=-1.98.